Dataset: Forward reaction prediction with 1.9M reactions from USPTO patents (1976-2016). Task: Predict the product of the given reaction. (1) Given the reactants [Br:1][C:2]1[CH:3]=[C:4]([CH:9]=[CH:10][C:11]=1[I:12])[C:5](OC)=[O:6].[BH4-].[Li+], predict the reaction product. The product is: [Br:1][C:2]1[CH:3]=[C:4]([CH2:5][OH:6])[CH:9]=[CH:10][C:11]=1[I:12]. (2) The product is: [CH3:1][O:2][C:3]1[CH:10]=[C:9]([N+:11]([O-:13])=[O:12])[CH:8]=[CH:7][C:4]=1[CH2:5][OH:15]. Given the reactants [CH3:1][O:2][C:3]1[CH:10]=[C:9]([N+:11]([O-:13])=[O:12])[CH:8]=[CH:7][C:4]=1[CH2:5]Br.C([O-])([O-])=[O:15].[Ca+2].O, predict the reaction product. (3) Given the reactants [C:1]([O:10]C)(=O)[C:2]1[C:3](=[CH:5][CH:6]=[CH:7][CH:8]=1)[SH:4].[C:12]([C:14]1[CH:19]=[CH:18][CH:17]=[C:16]([S:20][CH2:21][CH2:22][CH2:23][CH2:24][CH3:25])[N:15]=1)#[N:13].C(N(CC)CC)C, predict the reaction product. The product is: [CH2:21]([S:20][C:16]1[N:15]=[C:14]([C:12]2[S:4][C:3]3[CH:5]=[CH:6][CH:7]=[CH:8][C:2]=3[C:1](=[O:10])[N:13]=2)[CH:19]=[CH:18][CH:17]=1)[CH2:22][CH2:23][CH2:24][CH3:25]. (4) Given the reactants [OH:1][CH2:2][C:3]1([C:16]([O:18][CH3:19])=[O:17])[CH2:8][CH2:7][N:6]([C:9]([O:11][C:12]([CH3:15])([CH3:14])[CH3:13])=[O:10])[CH2:5][CH2:4]1.[F:20][C:21]1[CH:26]=[CH:25][CH:24]=[CH:23][C:22]=1O.C1(P(C2C=CC=CC=2)C2C=CC=CC=2)C=CC=CC=1.N(C(OC(C)C)=O)=NC(OC(C)C)=O, predict the reaction product. The product is: [F:20][C:21]1[CH:26]=[CH:25][CH:24]=[CH:23][C:22]=1[O:1][CH2:2][C:3]1([C:16]([O:18][CH3:19])=[O:17])[CH2:4][CH2:5][N:6]([C:9]([O:11][C:12]([CH3:14])([CH3:15])[CH3:13])=[O:10])[CH2:7][CH2:8]1. (5) The product is: [NH2:18][C:17]1[C:12]2[C:11]([C:19]3[CH:20]=[CH:21][C:22]([CH3:25])=[CH:23][CH:24]=3)=[CH:10][N:9]([CH:6]3[CH2:7][O:8][CH:4]([CH2:3][OH:2])[CH2:5]3)[C:13]=2[N:14]=[CH:15][N:16]=1. Given the reactants C[O:2][CH:3](OC)[CH:4]1[O:8][CH2:7][CH:6]([N:9]2[C:13]3[N:14]=[CH:15][N:16]=[C:17]([NH2:18])[C:12]=3[C:11]([C:19]3[CH:24]=[CH:23][C:22]([CH3:25])=[CH:21][CH:20]=3)=[CH:10]2)[CH2:5]1.C(O)(C(F)(F)F)=O.O.[OH-].[Na+].[BH4-].[Na+], predict the reaction product. (6) Given the reactants [CH3:1][N:2]([CH3:41])[CH2:3][CH2:4][N:5]1[CH:9]=[C:8]([C:10]2[CH:15]=[CH:14][C:13]([F:16])=[C:12]([C:17]([F:20])([F:19])[F:18])[CH:11]=2)[N:7]=[C:6]1[CH:21]1[CH2:26][CH2:25][N:24]([C:27]2[N:32]=[CH:31][N:30]=[C:29]([NH2:33])[C:28]=2[C:34]2[CH:39]=[CH:38]C(F)=[CH:36][CH:35]=2)[CH2:23][CH2:22]1.[N:42]1C=CC(B2OC(C)(C)C(C)(C)O2)=CC=1, predict the reaction product. The product is: [CH3:41][N:2]([CH3:1])[CH2:3][CH2:4][N:5]1[CH:9]=[C:8]([C:10]2[CH:15]=[CH:14][C:13]([F:16])=[C:12]([C:17]([F:18])([F:20])[F:19])[CH:11]=2)[N:7]=[C:6]1[CH:21]1[CH2:26][CH2:25][N:24]([C:27]2[N:32]=[CH:31][N:30]=[C:29]([NH2:33])[C:28]=2[C:34]2[CH:39]=[CH:38][N:42]=[CH:36][CH:35]=2)[CH2:23][CH2:22]1. (7) Given the reactants [C:1]([O:5][C:6]([N:8]1[CH2:15][CH2:14][C:13]2([CH3:19])[C:16]([CH3:18])([CH3:17])[CH:9]1[CH2:10][C:11]1[CH:23]=[C:22]([OH:24])[C:21]([OH:25])=[CH:20][C:12]=12)=[O:7])([CH3:4])([CH3:3])[CH3:2].I[CH2:27]I.C([O-])([O-])=O.[K+].[K+].O, predict the reaction product. The product is: [C:1]([O:5][C:6]([N:8]1[CH2:15][CH2:14][C:13]2([CH3:19])[C:16]([CH3:17])([CH3:18])[CH:9]1[CH2:10][C:11]1[CH:23]=[C:22]3[O:24][CH2:27][O:25][C:21]3=[CH:20][C:12]=12)=[O:7])([CH3:2])([CH3:3])[CH3:4]. (8) The product is: [Cl:1][C:2]1[CH:18]=[CH:17][C:5]2[CH2:6][CH2:7][N:8]([C:11](=[O:16])[C:12]([F:15])([F:14])[F:13])[CH2:9][CH2:10][C:4]=2[C:3]=1[NH:37][CH2:36][C:35]1[CH:38]=[CH:39][CH:40]=[C:33]([C:27]2[CH:32]=[CH:31][CH:30]=[CH:29][CH:28]=2)[CH:34]=1. Given the reactants [Cl:1][C:2]1[CH:18]=[CH:17][C:5]2[CH2:6][CH2:7][N:8]([C:11](=[O:16])[C:12]([F:15])([F:14])[F:13])[CH2:9][CH2:10][C:4]=2[C:3]=1OS(C(F)(F)F)(=O)=O.[C:27]1([C:33]2[CH:34]=[C:35]([CH:38]=[CH:39][CH:40]=2)[CH2:36][NH2:37])[CH:32]=[CH:31][CH:30]=[CH:29][CH:28]=1.C1C=CC(P(C2C(C3C(P(C4C=CC=CC=4)C4C=CC=CC=4)=CC=C4C=3C=CC=C4)=C3C(C=CC=C3)=CC=2)C2C=CC=CC=2)=CC=1.C(=O)([O-])[O-].[Cs+].[Cs+], predict the reaction product. (9) Given the reactants [OH:1][C:2]1[C:3](=[O:13])[C:4]2[C:9]([C:10](=[O:12])[CH:11]=1)=[CH:8][CH:7]=[CH:6][CH:5]=2.[I-].[Na+].C(N(CC)CC)C.C(Br)[CH:24]=[CH:25][C:26]1[CH:31]=CC=C[CH:27]=1, predict the reaction product. The product is: [CH3:27][C:26]([CH3:31])=[CH:25][CH2:24][C:11]1[C:10](=[O:12])[C:9]2[CH:8]=[CH:7][CH:6]=[CH:5][C:4]=2[C:3](=[O:13])[C:2]=1[OH:1].